Dataset: Catalyst prediction with 721,799 reactions and 888 catalyst types from USPTO. Task: Predict which catalyst facilitates the given reaction. (1) The catalyst class is: 8. Product: [N+:3]([C:6]1[CH:7]=[C:8]([CH:12]([OH:26])[CH2:13][CH2:14][CH:15]([C:17]2[CH:22]=[CH:21][CH:20]=[C:19]([N+:23]([O-:25])=[O:24])[CH:18]=2)[OH:16])[CH:9]=[CH:10][CH:11]=1)([O-:5])=[O:4]. Reactant: [BH4-].[Na+].[N+:3]([C:6]1[CH:7]=[C:8]([C:12](=[O:26])[CH2:13][CH2:14][C:15]([C:17]2[CH:22]=[CH:21][CH:20]=[C:19]([N+:23]([O-:25])=[O:24])[CH:18]=2)=[O:16])[CH:9]=[CH:10][CH:11]=1)([O-:5])=[O:4]. (2) Reactant: [I:1][C:2]1[CH:3]=[C:4]2[C:8](=[CH:9][CH:10]=1)[NH:7][C:6](=[O:11])[C:5]2=O.[C:13]1([C:19]2[N:20]=[C:21]3[S:26][CH:25]=[C:24]([CH2:27][C:28]([NH:30][NH2:31])=[O:29])[N:22]3[N:23]=2)[CH:18]=[CH:17][CH:16]=[CH:15][CH:14]=1. Product: [I:1][C:2]1[CH:3]=[C:4]2[C:8](=[CH:9][CH:10]=1)[NH:7][C:6](=[O:11])[C:5]2=[N:31][NH:30][C:28](=[O:29])[CH2:27][C:24]1[N:22]2[N:23]=[C:19]([C:13]3[CH:14]=[CH:15][CH:16]=[CH:17][CH:18]=3)[N:20]=[C:21]2[S:26][CH:25]=1. The catalyst class is: 15. (3) Reactant: [Cl:1][C:2]1[CH:7]=[C:6]([C:8]([F:20])([C:16]([F:19])([F:18])[F:17])[C:9]([F:15])([F:14])[C:10]([F:13])([F:12])[F:11])[CH:5]=[C:4]([S:21][CH3:22])[C:3]=1[NH:23][C:24](=[O:36])[C:25]1[CH:30]=[CH:29][C:28]([C:31]#[N:32])=[C:27]([N+:33]([O-])=O)[CH:26]=1.[Sn](Cl)(Cl)(Cl)Cl.Cl. Product: [NH2:33][C:27]1[CH:26]=[C:25]([CH:30]=[CH:29][C:28]=1[C:31]#[N:32])[C:24]([NH:23][C:3]1[C:4]([S:21][CH3:22])=[CH:5][C:6]([C:8]([F:20])([C:16]([F:17])([F:18])[F:19])[C:9]([F:14])([F:15])[C:10]([F:11])([F:12])[F:13])=[CH:7][C:2]=1[Cl:1])=[O:36]. The catalyst class is: 32. (4) Reactant: [NH2:1][CH2:2][CH2:3][CH2:4][CH2:5][N:6]1[C:18]2[C:17]3[CH:16]=[CH:15][CH:14]=[CH:13][C:12]=3[N:11]=[C:10]([NH2:19])[C:9]=2[N:8]=[C:7]1[CH2:20][CH:21]1[CH2:23][CH2:22]1.[CH3:24][S:25](O[S:25]([CH3:24])(=[O:27])=[O:26])(=[O:27])=[O:26]. Product: [NH2:19][C:10]1[C:9]2[N:8]=[C:7]([CH2:20][CH:21]3[CH2:23][CH2:22]3)[N:6]([CH2:5][CH2:4][CH2:3][CH2:2][NH:1][S:25]([CH3:24])(=[O:27])=[O:26])[C:18]=2[C:17]2[CH:16]=[CH:15][CH:14]=[CH:13][C:12]=2[N:11]=1. The catalyst class is: 22. (5) The catalyst class is: 49. Product: [CH2:17]([O:16][CH2:15][CH2:14][C@H:13]([C:9]1[N:10]([S:44]([C:41]2[CH:42]=[CH:43][C:38]([CH3:48])=[CH:39][CH:40]=2)(=[O:46])=[O:45])[CH:11]=[CH:12][C:8]=1[C:6]([O:5][C:1]([CH3:4])([CH3:3])[CH3:2])=[O:7])[NH:24][C:25]([O:27][C:28]([CH3:31])([CH3:30])[CH3:29])=[O:26])[C:18]1[CH:23]=[CH:22][CH:21]=[CH:20][CH:19]=1. Reactant: [C:1]([O:5][C:6]([C:8]1[CH:12]=[CH:11][NH:10][C:9]=1[C@H:13]([NH:24][C:25]([O:27][C:28]([CH3:31])([CH3:30])[CH3:29])=[O:26])[CH2:14][CH2:15][O:16][CH2:17][C:18]1[CH:23]=[CH:22][CH:21]=[CH:20][CH:19]=1)=[O:7])([CH3:4])([CH3:3])[CH3:2].CC(C)([O-])C.[Na+].[C:38]1([CH3:48])[CH:43]=[CH:42][C:41]([S:44](Cl)(=[O:46])=[O:45])=[CH:40][CH:39]=1.O. (6) Reactant: [C:1]([OH:9])(=[S:8])[C:2]1[CH:7]=[CH:6][CH:5]=[CH:4][CH:3]=1.CC(C)([O-])C.[K+].CS(O[CH2:21][C:22]1[S:26][N:25]=[N:24][C:23]=1[CH3:27])(=O)=O.C(=O)([O-])O.[Na+]. Product: [C:1]([S:8][CH2:21][C:22]1[S:26][N:25]=[N:24][C:23]=1[CH3:27])(=[O:9])[C:2]1[CH:7]=[CH:6][CH:5]=[CH:4][CH:3]=1. The catalyst class is: 39. (7) Reactant: [CH2:1]([CH:5](C(O)=O)[C:6]([OH:8])=[O:7])[CH2:2][CH2:3][CH3:4].[F:12][C:13]1[CH:20]=[CH:19][C:16]([CH:17]=O)=[CH:15][C:14]=1[CH3:21].N1CCCCC1.Cl. Product: [F:12][C:13]1[CH:20]=[CH:19][C:16]([CH:17]=[C:5]([CH2:1][CH2:2][CH2:3][CH3:4])[C:6]([OH:8])=[O:7])=[CH:15][C:14]=1[CH3:21]. The catalyst class is: 17. (8) Reactant: [CH3:1][NH:2][C:3](=O)[O:4]C1C=CC([N+]([O-])=O)=CC=1.C(N(CC)CC)C.[C:22]1([C:28]2([CH2:33][NH2:34])[O:32][CH2:31][CH2:30][O:29]2)[CH:27]=[CH:26][CH:25]=[CH:24][CH:23]=1. Product: [CH3:1][NH:2][C:3]([NH:34][CH2:33][C:28]1([C:22]2[CH:23]=[CH:24][CH:25]=[CH:26][CH:27]=2)[O:32][CH2:31][CH2:30][O:29]1)=[O:4]. The catalyst class is: 1. (9) Reactant: [CH3:1][O:2][C:3](=[O:16])[C@H:4]([CH2:6][C:7]1[C:15]2[C:10](=[CH:11][CH:12]=[CH:13][CH:14]=2)[NH:9][CH:8]=1)[NH2:5].[CH2:17]=O. Product: [CH2:17]1[C:8]2[NH:9][C:10]3[C:15]([C:7]=2[CH2:6][CH:4]([C:3]([O:2][CH3:1])=[O:16])[NH:5]1)=[CH:14][CH:13]=[CH:12][CH:11]=3. The catalyst class is: 5.